Dataset: Merck oncology drug combination screen with 23,052 pairs across 39 cell lines. Task: Regression. Given two drug SMILES strings and cell line genomic features, predict the synergy score measuring deviation from expected non-interaction effect. (1) Drug 1: C=CCn1c(=O)c2cnc(Nc3ccc(N4CCN(C)CC4)cc3)nc2n1-c1cccc(C(C)(C)O)n1. Synergy scores: synergy=26.0. Cell line: HT29. Drug 2: Cn1c(=O)n(-c2ccc(C(C)(C)C#N)cc2)c2c3cc(-c4cnc5ccccc5c4)ccc3ncc21. (2) Drug 2: COC1=C2CC(C)CC(OC)C(O)C(C)C=C(C)C(OC(N)=O)C(OC)C=CC=C(C)C(=O)NC(=CC1=O)C2=O. Synergy scores: synergy=-25.7. Drug 1: Cn1nnc2c(C(N)=O)ncn2c1=O. Cell line: NCIH23.